Dataset: M1 muscarinic receptor antagonist screen with 61,756 compounds. Task: Binary Classification. Given a drug SMILES string, predict its activity (active/inactive) in a high-throughput screening assay against a specified biological target. (1) The molecule is O(C(=O)C1CCN(CC1)\C=C1/C(=O)N(Cc2occc2)C(=O)NC1=O)CC. The result is 0 (inactive). (2) The drug is s1c2c(nc1CSc1oc3c(n1)cccc3)cccc2. The result is 0 (inactive). (3) The drug is S(c1n(c(nn1)CNc1ccc(cc1)C)CC)CC(=O)NCc1ccccc1. The result is 0 (inactive). (4) The compound is S(CC(=O)Nc1cc(ccc1)C)c1nc([nH]n1)c1ccncc1. The result is 0 (inactive). (5) The compound is O(c1cc(c(Nc2ccccc2)cc1)C)C. The result is 0 (inactive).